Task: Predict the product of the given reaction.. Dataset: Forward reaction prediction with 1.9M reactions from USPTO patents (1976-2016) (1) The product is: [C:46]([N:40]1[CH2:45][CH2:44][N:43]([C:2]2[N:7]=[C:6]3[C:5](=[C:4]([NH:29][C:27]([CH3:30])([CH3:28])[CH2:26][C:23]4[CH:22]=[CH:21][C:20]([F:19])=[CH:25][CH:24]=4)[N:3]=2)[CH2:10][N:9]([CH:11]2[CH2:16][CH2:15][O:14][CH2:13][CH2:12]2)[C:8]3=[O:17])[CH2:42][CH2:41]1)(=[O:48])[CH3:47]. Given the reactants Cl[C:2]1[N:3]=[C:4](Cl)[C:5]2[CH2:10][N:9]([CH:11]3[CH2:16][CH2:15][O:14][CH2:13][CH2:12]3)[C:8](=[O:17])[C:6]=2[N:7]=1.[F:19][C:20]1[CH:25]=[CH:24][C:23]([CH2:26][C:27]([CH3:30])([NH2:29])[CH3:28])=[CH:22][CH:21]=1.CCN(C(C)C)C(C)C.[N:40]1([C:46](=[O:48])[CH3:47])[CH2:45][CH2:44][NH:43][CH2:42][CH2:41]1, predict the reaction product. (2) Given the reactants C(OC([N:8]([C:16]1[C:17]2[N:25]=[C:24](Cl)[CH:23]=[CH:22][C:18]=2[N:19]=[CH:20][N:21]=1)C(=O)OC(C)(C)C)=O)(C)(C)C.C[C:28]1[CH:29]=[C:30]([CH:33]=[CH:34][CH:35]=1)[CH2:31][NH2:32].[CH3:36]CN(C(C)C)C(C)C, predict the reaction product. The product is: [CH3:36][C:29]1[CH:28]=[CH:35][CH:34]=[CH:33][C:30]=1[CH2:31][NH:32][C:24]1[CH:23]=[CH:22][C:18]2[N:19]=[CH:20][N:21]=[C:16]([NH2:8])[C:17]=2[N:25]=1. (3) Given the reactants [CH2:1]([C:3]1[CH:4]=[C:5]2[C:10](=[CH:11][CH:12]=1)[NH:9][C:8]([CH3:14])([CH3:13])[CH:7]=[C:6]2[CH3:15])[CH3:2].[C:16](Cl)(=[O:18])[CH3:17], predict the reaction product. The product is: [C:16]([N:9]1[C:10]2[C:5](=[CH:4][C:3]([CH2:1][CH3:2])=[CH:12][CH:11]=2)[CH:6]([CH3:15])[CH2:7][C:8]1([CH3:14])[CH3:13])(=[O:18])[CH3:17].